The task is: Token-level Classification. Given an antibody amino acid sequence, predict which amino acid positions are active in antigen binding. Output is a list of indices for active paratope positions.. This data is from Antibody paratope prediction from SAbDab with 1,023 antibody chains. (1) The paratope positions are: [52, 83, 84, 85, 104, 105, 106, 107, 108, 109, 110, 111, 112, 113, 114, 115, 116]. Given the antibody sequence: QVQLVQSGAEVKKPGESLKISCKVSGYNFASEWIGWVRQMPGKGLEWMGIIYPGDSDTKYSPSFQGQVIISADKSINTAYLQWSSLKASDTAIYYCARQNHYGSGSYFYRTAYYYAMDVWGQGTTVTVSS, which amino acid positions are active in antigen binding (paratope)? (2) Given the antibody sequence: EVQLVESGGGLVQPGGSLRLSCAASGFNVYSSSIHWVRQAPGKGLEWVASISSYYGYTYYADSVKGRFTISADTSKNTAYLQMNSLRAEDTAVYYCARSRQFWYSGLDYWGQGTLVTVSS, which amino acid positions are active in antigen binding (paratope)? The paratope positions are: [52, 83, 84, 85, 104, 105, 106]. (3) Given the antibody sequence: EVQLVQSGAEVKKPGESLKISCKGSGYSFTSYWIGWVRQMPGKGLEWMGIIDPSDSDTRYSPSFQGQVTISADKSISTAYLQWSSLKASDTAMYYCARVGPADVWDSFDYWGQGTLVTVSS, which amino acid positions are active in antigen binding (paratope)? The paratope positions are: [52, 83, 84, 85, 104, 105, 106, 107]. (4) Given the antibody sequence: EVQLQQSGTELKKPGASVKISCKATGYTFSSYWIEWIKQRPGHGLEWIGEILPEIGMTNYNENFKGKATFTANTSSNTVYMQLSSLTSEDSAVYYCARPYDYSWFAYWGQGTLVTVSA, which amino acid positions are active in antigen binding (paratope)? The paratope positions are: [52, 83, 84, 85, 104]. (5) Given the antibody sequence: QVTLKESGPGILKPSQTLSLTCSFSGFSLSTSGMGVGWIRQPSGKGLEWLAHIWWDDDRSYNPSLKSQLTISKDTSRNQVFLRITSVDTADTATYYCVRRAHTTVLGDWFAYWGQGTLVTVSA, which amino acid positions are active in antigen binding (paratope)? The paratope positions are: [31, 32, 54, 84, 85, 86, 105, 106, 107, 108, 109]. (6) Given the antibody sequence: QSVLTQPPSASGTPGQRISISCSGTSSNVENNYVYWYQHLPGTAPKLLIYRNDHRSSGIPDRFSASKSGTSASLAISGLRPEDEGDYYCAAWDDSRGGPDWVFGGGTKLTVL, which amino acid positions are active in antigen binding (paratope)? The paratope positions are: [29, 30, 96, 97, 98, 99]. (7) Given the antibody sequence: EVQLVESGGGVVQPGRSLRLSCAASGFMFSSYVMHWVRQPPGKGLEWVAVIWYDGSKTYFADSMRGRLTVSRDNSKNALYLQMNRLRAEDTAVYYCARQQDSGYSGPEVSYYSHYGMDVWGQGTMVTVSS, which amino acid positions are active in antigen binding (paratope)? The paratope positions are: [52, 83, 84, 85, 104, 105, 106, 107, 108, 109, 110, 111, 112, 113, 114, 115, 116]. (8) The paratope positions are: [52, 83, 84, 85, 104, 105]. Given the antibody sequence: EVQLQQPGAELVKPGASVKLSCKASGYTFTSSWMHWVKQRPGQGLEWIGMIHPNSGSTNYNEKFKNKATLTVDKSSSTAYMQLSSLTSEDSAVYYCARYYYDYDGMDYWGQGTSVTVSS, which amino acid positions are active in antigen binding (paratope)? (9) Given the antibody sequence: QSVVTQPPSVSAAPGQKVTISCSGGSFNIGNNYVSWYQQLPGTAPKLLIYDNDNRPSGIPDRFSGSKSGTSATLDITGLQTGDEADYYCGTWDSSLNVVVFGGGTKLTVL, which amino acid positions are active in antigen binding (paratope)? The paratope positions are: [29, 30, 96, 97]. (10) The paratope positions are: [30, 31, 32, 33, 34, 35]. Given the antibody sequence: DIQLTQSPSSLAVSAGEKVTMNCKSSQNLLHSITRKNYLAWYRQKPGQSPKLLIYWASTRGSGVPDRFTGSGSGTDFTLTISSVQAEDLAVYYCKQSYNLYTFGGGTKLEIK, which amino acid positions are active in antigen binding (paratope)?